From a dataset of Forward reaction prediction with 1.9M reactions from USPTO patents (1976-2016). Predict the product of the given reaction. (1) Given the reactants [Cl:1][C:2]1[C:3]([C:9]2[C:14]([F:15])=[CH:13][CH:12]=[C:11](F)[N:10]=2)=[CH:4][C:5]([NH2:8])=[N:6][CH:7]=1.[NH2:17][CH2:18][CH:19]1[CH2:24][CH2:23][O:22][CH2:21][CH2:20]1, predict the reaction product. The product is: [Cl:1][C:2]1[C:3]([C:9]2[C:14]([F:15])=[CH:13][CH:12]=[C:11]([NH:17][CH2:18][CH:19]3[CH2:24][CH2:23][O:22][CH2:21][CH2:20]3)[N:10]=2)=[CH:4][C:5]([NH2:8])=[N:6][CH:7]=1. (2) Given the reactants [F:1][C:2]([F:15])([F:14])[CH2:3][NH:4][CH2:5][C:6]1[CH:13]=[CH:12][C:9]([C:10]#[N:11])=[CH:8][CH:7]=1.[BH4-].[Na+], predict the reaction product. The product is: [F:1][C:2]([F:14])([F:15])[CH2:3][NH:4][CH2:5][C:6]1[CH:13]=[CH:12][C:9]([CH2:10][NH2:11])=[CH:8][CH:7]=1. (3) The product is: [F:37][CH:9]([F:8])[CH2:10][NH:11][C:12]1[N:17]=[C:16]2[CH2:18][N:19]([C:2](=[O:1])[CH:4]([F:7])[F:5])[CH2:20][CH2:21][C:15]2=[N:14][C:13]=1[N:22]1[CH2:23][CH2:24][CH:25]([O:28][C:29]2[CH:34]=[CH:33][C:32]([F:35])=[CH:31][C:30]=2[F:36])[CH2:26][CH2:27]1.[C:2]([OH:3])([C:4]([F:7])([F:6])[F:5])=[O:1]. Given the reactants [OH:1][C:2]([C:4]([F:7])([F:6])[F:5])=[O:3].[F:8][CH:9]([F:37])[CH2:10][NH:11][C:12]1[N:17]=[C:16]2[CH2:18][NH:19][CH2:20][CH2:21][C:15]2=[N:14][C:13]=1[N:22]1[CH2:27][CH2:26][CH:25]([O:28][C:29]2[CH:34]=[CH:33][C:32]([F:35])=[CH:31][C:30]=2[F:36])[CH2:24][CH2:23]1.CCN(C(C)C)C(C)C.CS(Cl)(=O)=O, predict the reaction product. (4) Given the reactants [OH-].[Na+].[F:3][C:4]1[CH:11]=[CH:10][C:7]([CH2:8]Br)=[CH:6][CH:5]=1.[OH:12][CH:13]1[CH2:18][CH2:17][N:16]([C:19]([O:21][C:22]([CH3:25])([CH3:24])[CH3:23])=[O:20])[CH2:15][CH2:14]1.C(OCC)C, predict the reaction product. The product is: [F:3][C:4]1[CH:11]=[CH:10][C:7]([CH2:8][O:12][CH:13]2[CH2:14][CH2:15][N:16]([C:19]([O:21][C:22]([CH3:25])([CH3:24])[CH3:23])=[O:20])[CH2:17][CH2:18]2)=[CH:6][CH:5]=1. (5) Given the reactants [C:1]([O:5][C:6]([NH:8][C@@H:9]([CH2:16][C:17]1[CH:22]=[CH:21][CH:20]=[CH:19][CH:18]=1)[CH2:10]OS(C)(=O)=O)=[O:7])([CH3:4])([CH3:3])[CH3:2].[C-:23]#[N:24].[Na+].O, predict the reaction product. The product is: [C:1]([O:5][C:6](=[O:7])[NH:8][C@@H:9]([CH2:16][C:17]1[CH:22]=[CH:21][CH:20]=[CH:19][CH:18]=1)[CH2:10][C:23]#[N:24])([CH3:4])([CH3:3])[CH3:2]. (6) Given the reactants [F:1][C@H:2]1[C@@H:7]([O:8][C:9]2[CH:16]=[CH:15][C:14]([C:17]3[N:22]=[C:21]([NH:23][C:24]4[CH:29]=[CH:28][C:27]([N:30]5[CH2:35][CH2:34][N:33]([CH:36]6[CH2:39][O:38][CH2:37]6)[CH2:32][CH2:31]5)=[CH:26][CH:25]=4)[N:20]=[CH:19][N:18]=3)=[CH:13][C:10]=2[C:11]#[N:12])[CH2:6][CH2:5][NH:4][CH2:3]1.[OH:40][C@@H:41]1[C:45](=[O:46])[NH:44][C@H:43]([C:47](O)=[O:48])[CH2:42]1.CN(C(ON1N=NC2C=CC=NC1=2)=[N+](C)C)C.F[P-](F)(F)(F)(F)F, predict the reaction product. The product is: [F:1][C@H:2]1[C@@H:7]([O:8][C:9]2[CH:16]=[CH:15][C:14]([C:17]3[N:22]=[C:21]([NH:23][C:24]4[CH:29]=[CH:28][C:27]([N:30]5[CH2:31][CH2:32][N:33]([CH:36]6[CH2:39][O:38][CH2:37]6)[CH2:34][CH2:35]5)=[CH:26][CH:25]=4)[N:20]=[CH:19][N:18]=3)=[CH:13][C:10]=2[C:11]#[N:12])[CH2:6][CH2:5][N:4]([C:47]([C@@H:43]2[CH2:42][C@H:41]([OH:40])[C:45](=[O:46])[NH:44]2)=[O:48])[CH2:3]1. (7) Given the reactants [C:1]([C:5]1[O:9][N:8]=[C:7]([N:10]2[C:14](=[O:15])[C:13]([O:16][CH3:17])=[C:12]([Cl:18])[CH:11]2CC([O-])=O)[CH:6]=1)([CH3:4])([CH3:3])[CH3:2].Cl.[O:24]1CCOCC1, predict the reaction product. The product is: [C:1]([C:5]1[O:9][N:8]=[C:7]([N:10]2[C:14](=[O:15])[C:13]([O:16][CH3:17])=[C:12]([Cl:18])[CH:11]2[OH:24])[CH:6]=1)([CH3:4])([CH3:3])[CH3:2]. (8) Given the reactants [Cl:1][C:2]1[CH:3]=[C:4]([SH:9])[CH:5]=[C:6]([Cl:8])[CH:7]=1.I[CH2:11][CH3:12].C(=O)([O-])[O-].[K+].[K+].C(Cl)Cl, predict the reaction product. The product is: [CH2:11]([S:9][C:4]1[CH:3]=[C:2]([Cl:1])[CH:7]=[C:6]([Cl:8])[CH:5]=1)[CH3:12].